Task: Predict the reactants needed to synthesize the given product.. Dataset: Full USPTO retrosynthesis dataset with 1.9M reactions from patents (1976-2016) (1) The reactants are: C(N(CC)CC)C.O.ON1C2C=CC=CC=2N=N1.[C:19]([O:23][P:24]([O:31][C:32]1[CH:37]=[CH:36][C:35]([C:38]2[CH:43]=[CH:42][C:41]([CH2:44][CH2:45][C@@:46]([CH3:54])([S:50]([CH3:53])(=[O:52])=[O:51])[C:47](O)=[O:48])=[CH:40][CH:39]=2)=[CH:34][CH:33]=1)([O:26][C:27]([CH3:30])([CH3:29])[CH3:28])=[O:25])([CH3:22])([CH3:21])[CH3:20].[O:55]1[CH2:60][CH2:59][CH2:58][CH2:57][CH:56]1[O:61][NH2:62].Cl.CN(C)CCCN=C=NCC. Given the product [P:24]([O:31][C:32]1[CH:37]=[CH:36][C:35]([C:38]2[CH:39]=[CH:40][C:41]([CH2:44][CH2:45][C@@:46]([CH3:54])([S:50]([CH3:53])(=[O:52])=[O:51])[C:47](=[O:48])[NH:62][O:61][CH:56]3[CH2:57][CH2:58][CH2:59][CH2:60][O:55]3)=[CH:42][CH:43]=2)=[CH:34][CH:33]=1)([O:26][C:27]([CH3:28])([CH3:29])[CH3:30])([O:23][C:19]([CH3:22])([CH3:20])[CH3:21])=[O:25], predict the reactants needed to synthesize it. (2) Given the product [F:12][C:11]([F:14])([F:13])[C:9]1[CH:8]=[N:7][N:6]2[C:2]([C:26]3[CH:27]=[CH:22][CH:23]=[C:24]([S:28][C:29]([F:30])([F:31])[F:32])[CH:25]=3)=[CH:3][N:4]=[C:5]2[N:10]=1, predict the reactants needed to synthesize it. The reactants are: Br[C:2]1[N:6]2[N:7]=[CH:8][C:9]([C:11]([F:14])([F:13])[F:12])=[N:10][C:5]2=[N:4][CH:3]=1.CC1(C)COB([C:22]2[CH:27]=[CH:26][CH:25]=[C:24]([S:28][C:29]([F:32])([F:31])[F:30])[CH:23]=2)OC1.C([O-])([O-])=O.[Na+].[Na+]. (3) Given the product [CH3:31][O:30][C:28]1[CH:29]=[C:24]([C:22]2[O:23][C:16]3[C:17](=[N:18][CH:19]=[CH:20][C:15]=3[C:11]3[CH:10]=[C:9]([OH:8])[CH:14]=[CH:13][CH:12]=3)[CH:21]=2)[CH:25]=[C:26]([O:34][CH3:35])[C:27]=1[O:32][CH3:33], predict the reactants needed to synthesize it. The reactants are: C([O:8][C:9]1[CH:10]=[C:11]([C:15]2[CH:20]=[CH:19][N:18]=[C:17]3[CH:21]=[C:22]([C:24]4[CH:29]=[C:28]([O:30][CH3:31])[C:27]([O:32][CH3:33])=[C:26]([O:34][CH3:35])[CH:25]=4)[O:23][C:16]=23)[CH:12]=[CH:13][CH:14]=1)C1C=CC=CC=1. (4) Given the product [C:4]1(/[CH:3]=[CH:2]/[C:1](=[NH:11])[NH2:10])[CH:9]=[CH:8][CH:7]=[CH:6][CH:5]=1, predict the reactants needed to synthesize it. The reactants are: [C:1](#[N:10])[CH:2]=[CH:3][C:4]1[CH:9]=[CH:8][CH:7]=[CH:6][CH:5]=1.[NH3:11].CO. (5) Given the product [Cl:21][C:14]1[C:15]([F:20])=[CH:16][CH:17]=[C:18]([Cl:19])[C:13]=1[C@H:11]([N:10]1[C:4]2[C:5](=[N:6][CH:7]=[C:2]([C:26]3[CH:25]=[N:24][N:23]([CH3:22])[CH:27]=3)[CH:3]=2)[CH:8]=[CH:9]1)[CH3:12], predict the reactants needed to synthesize it. The reactants are: Br[C:2]1[CH:3]=[C:4]2[N:10]([C@@H:11]([C:13]3[C:18]([Cl:19])=[CH:17][CH:16]=[C:15]([F:20])[C:14]=3[Cl:21])[CH3:12])[CH:9]=[CH:8][C:5]2=[N:6][CH:7]=1.[CH3:22][N:23]1[CH:27]=[C:26](B2OC(C)(C)C(C)(C)O2)[CH:25]=[N:24]1.C(=O)([O-])[O-].[K+].[K+].O1CCOCC1.